From a dataset of Reaction yield outcomes from USPTO patents with 853,638 reactions. Predict the reaction yield, written as a fraction of the theoretical maximum amount of product (1.0 means a 100% yield; for example, 0.34 means a 34% yield). (1) The reactants are [NH2:1][C:2]1[CH:7]=[CH:6][C:5]([Cl:8])=[CH:4][N:3]=1.[Cl:9][CH2:10][C:11](Cl)=[O:12]. No catalyst specified. The product is [Cl:9][CH2:10][C:11]([NH:1][C:2]1[CH:7]=[CH:6][C:5]([Cl:8])=[CH:4][N:3]=1)=[O:12]. The yield is 0.200. (2) The reactants are [CH2:1]([C:5]1[N:6]=[C:7]([CH:27]2[CH2:29][CH2:28]2)[NH:8][C:9](=[O:26])[C:10]=1[CH2:11][C:12]1[CH:17]=[CH:16][C:15]([C:18]2[C:19]([C:24]#[N:25])=[CH:20][CH:21]=[CH:22][CH:23]=2)=[CH:14][CH:13]=1)[CH2:2][CH2:3][CH3:4].[O:30]1[C:34]2[CH:35]=[CH:36][C:37](B(O)O)=[CH:38][C:33]=2[CH2:32][CH2:31]1.N1C=CC=CC=1.C(N(CC)CC)C. The catalyst is C(OCC)(=O)C.C([O-])(=O)C.[Cu+2].C([O-])(=O)C.ClCCl. The product is [CH2:1]([C:5]1[N:6]=[C:7]([CH:27]2[CH2:28][CH2:29]2)[N:8]([C:37]2[CH:36]=[CH:35][C:34]3[O:30][CH2:31][CH2:32][C:33]=3[CH:38]=2)[C:9](=[O:26])[C:10]=1[CH2:11][C:12]1[CH:17]=[CH:16][C:15]([C:18]2[C:19]([C:24]#[N:25])=[CH:20][CH:21]=[CH:22][CH:23]=2)=[CH:14][CH:13]=1)[CH2:2][CH2:3][CH3:4]. The yield is 1.00. (3) The reactants are Cl[C:2]1[C:11]2[C:6](=[CH:7][CH:8]=[C:9]([Cl:12])[CH:10]=2)[N:5]([CH3:13])[C:4](=[O:14])[C:3]=1[C:15]#[N:16].[NH:17]1[CH2:22][CH2:21][NH:20][CH2:19][CH2:18]1. The catalyst is ClCCl. The product is [Cl:12][C:9]1[CH:10]=[C:11]2[C:6](=[CH:7][CH:8]=1)[N:5]([CH3:13])[C:4](=[O:14])[C:3]([C:15]#[N:16])=[C:2]2[N:17]1[CH2:22][CH2:21][NH:20][CH2:19][CH2:18]1. The yield is 0.990.